From a dataset of Reaction yield outcomes from USPTO patents with 853,638 reactions. Predict the reaction yield, written as a fraction of the theoretical maximum amount of product (1.0 means a 100% yield; for example, 0.34 means a 34% yield). (1) The reactants are [Si:1]([O:8][CH2:9][CH:10]([OH:15])[CH2:11][N:12]([CH3:14])[CH3:13])([C:4]([CH3:7])([CH3:6])[CH3:5])([CH3:3])[CH3:2].[H-].[Na+].CS(O[CH2:23][CH2:24][CH2:25][CH2:26][CH2:27][CH2:28][CH2:29][CH2:30]/[CH:31]=[CH:32]\[CH2:33]/[CH:34]=[CH:35]\[CH2:36][CH2:37][CH2:38][CH2:39][CH3:40])(=O)=O. The catalyst is C1(C)C=CC=CC=1. The product is [Si:1]([O:8][CH2:9][CH:10]([O:15][CH2:23][CH2:24][CH2:25][CH2:26][CH2:27][CH2:28][CH2:29][CH2:30]/[CH:31]=[CH:32]\[CH2:33]/[CH:34]=[CH:35]\[CH2:36][CH2:37][CH2:38][CH2:39][CH3:40])[CH2:11][N:12]([CH3:14])[CH3:13])([C:4]([CH3:7])([CH3:6])[CH3:5])([CH3:3])[CH3:2]. The yield is 0.530. (2) The reactants are [NH2:1][C:2]1[C:3]([C:8]([NH:10][CH2:11][CH:12]2[CH2:15][CH2:14][CH2:13]2)=[O:9])=[N:4][CH:5]=[CH:6][CH:7]=1.[NH:16]1[C:24]2[C:19](=[CH:20][CH:21]=[CH:22][CH:23]=2)[C:18]([C:25]([OH:27])=O)=[CH:17]1.[C:28]([O-])(O)=O.[Na+]. No catalyst specified. The product is [CH:12]1([CH2:11][NH:10][C:8]([C:3]2[C:2]([NH:1][C:25]([C:18]3[C:19]4[C:24](=[CH:23][CH:22]=[CH:21][CH:20]=4)[N:16]([CH3:28])[CH:17]=3)=[O:27])=[CH:7][CH:6]=[CH:5][N:4]=2)=[O:9])[CH2:15][CH2:14][CH2:13]1. The yield is 0.930. (3) The reactants are Cl[C:2]1[N:7]=[C:6]([O:8][C:9]2[CH:35]=[CH:34][CH:33]=[CH:32][C:10]=2[CH2:11][NH:12][C:13]([NH:15][C:16]2[N:20]([C:21]3[CH:22]=[N:23][C:24]([CH3:27])=[CH:25][CH:26]=3)[N:19]=[C:18]([C:28]([CH3:31])([CH3:30])[CH3:29])[CH:17]=2)=[O:14])[CH:5]=[CH:4][N:3]=1.[NH:36]1[CH2:41][CH2:40][O:39][CH2:38][CH2:37]1. The catalyst is C(O)C. The product is [O:39]1[CH2:40][CH2:41][N:36]([C:2]2[N:7]=[C:6]([O:8][C:9]3[CH:35]=[CH:34][CH:33]=[CH:32][C:10]=3[CH2:11][NH:12][C:13]([NH:15][C:16]3[N:20]([C:21]4[CH:22]=[N:23][C:24]([CH3:27])=[CH:25][CH:26]=4)[N:19]=[C:18]([C:28]([CH3:30])([CH3:31])[CH3:29])[CH:17]=3)=[O:14])[CH:5]=[CH:4][N:3]=2)[CH2:37][CH2:38]1. The yield is 0.650. (4) The reactants are C([O-])(=O)C.[K+].[B:15]1([B:15]2[O:19][C:18]([CH3:21])([CH3:20])[C:17]([CH3:23])([CH3:22])[O:16]2)[O:19][C:18]([CH3:21])([CH3:20])[C:17]([CH3:23])([CH3:22])[O:16]1.Br[C:25]1[CH:26]=[CH:27][C:28]([S:31][CH3:32])=[N:29][CH:30]=1. The catalyst is C1C=CC(P(C2C=CC=CC=2)[C-]2C=CC=C2)=CC=1.C1C=CC(P(C2C=CC=CC=2)[C-]2C=CC=C2)=CC=1.Cl[Pd]Cl.[Fe+2].CS(C)=O. The product is [CH3:32][S:31][C:28]1[CH:27]=[CH:26][C:25]([B:15]2[O:16][C:17]([CH3:22])([CH3:23])[C:18]([CH3:20])([CH3:21])[O:19]2)=[CH:30][N:29]=1. The yield is 0.970. (5) The reactants are [CH3:1][C:2]1[C:6]([CH2:7][N:8]2[C:16]3[C:11](=[CH:12][CH:13]=[CH:14][CH:15]=3)[C:10]([C:17]3[N:22]=[C:21]([NH2:23])[CH:20]=[C:19]([NH2:24])[N:18]=3)=[N:9]2)=[C:5]([CH3:25])[O:4][N:3]=1.Cl.Cl[C:28]1[CH:33]=[CH:32][N:31]=[CH:30][C:29]=1[C:34]([O:36][CH2:37][CH3:38])=[O:35].CC1(C)C2C=CC=C(P(C3C=CC=CC=3)C3C=CC=CC=3)C=2OC2C1=CC=CC=2P(C1C=CC=CC=1)C1C=CC=CC=1.C(=O)([O-])[O-].[Cs+].[Cs+].Cl. The catalyst is CN(C)C=O.O.C([O-])(=O)C.[Pd+2].C([O-])(=O)C. The product is [NH2:23][C:21]1[N:22]=[C:17]([C:10]2[C:11]3[C:16](=[CH:15][CH:14]=[CH:13][CH:12]=3)[N:8]([CH2:7][C:6]3[C:2]([CH3:1])=[N:3][O:4][C:5]=3[CH3:25])[N:9]=2)[N:18]=[C:19]([NH:24][C:28]2[CH:33]=[CH:32][N:31]=[CH:30][C:29]=2[C:34]([O:36][CH2:37][CH3:38])=[O:35])[CH:20]=1. The yield is 0.159. (6) The reactants are C(=[N:14][C@@H:15]([CH2:19][CH:20]([CH3:23])[CH2:21][CH3:22])[C:16]([OH:18])=[O:17])(C1C=CC=CC=1)C1C=CC=CC=1.[ClH:24].O1CC[CH2:27][CH2:26]1. No catalyst specified. The product is [ClH:24].[CH2:26]([O:18][C:16](=[O:17])[C@@H:15]([NH2:14])[CH2:19][CH:20]([CH3:23])[CH2:21][CH3:22])[CH3:27]. The yield is 0.730. (7) The reactants are Cl[C:2]1[CH:7]=[CH:6][C:5]([N+:8]([O-:10])=[O:9])=[CH:4][CH:3]=1.C(=O)([O-])[O-].[K+].[K+].[N:17]1[CH:22]=[CH:21][CH:20]=[CH:19][C:18]=1[N:23]1[CH2:28][CH2:27][NH:26][CH2:25][CH2:24]1. The catalyst is COCCOCCOC. The product is [N+:8]([C:5]1[CH:6]=[CH:7][C:2]([N:26]2[CH2:27][CH2:28][N:23]([C:18]3[CH:19]=[CH:20][CH:21]=[CH:22][N:17]=3)[CH2:24][CH2:25]2)=[CH:3][CH:4]=1)([O-:10])=[O:9]. The yield is 0.770. (8) The reactants are C([CH2:17][CH2:18][CH2:19][CH2:20][CH2:21][CH2:22][CH2:23][CH2:24]/[CH:25]=[CH:26]\[CH2:27][CH2:28][CH2:29][CH2:30][CH2:31][CH2:32][CH2:33][C:34]([NH-:36])=O)CCCCCCCCCCCCCCC.[H-].[H-].[H-].[H-].[Li+].[Al+3].[H-].[OH-].[Na+]. The catalyst is C1COCC1.CCOCC. The product is [CH2:32]([NH:36][CH2:34][CH2:33][CH2:32][CH2:31][CH2:30][CH2:29][CH2:28][CH2:27]/[CH:26]=[CH:25]\[CH2:24][CH2:23][CH2:22][CH2:21][CH2:20][CH2:19][CH2:18][CH3:17])[CH2:31][CH2:30][CH2:29][CH2:28][CH2:27][CH2:26][CH2:25][CH2:24][CH2:23][CH2:22][CH2:21][CH2:20][CH2:19][CH2:18][CH3:17]. The yield is 0.850.